Dataset: Forward reaction prediction with 1.9M reactions from USPTO patents (1976-2016). Task: Predict the product of the given reaction. (1) Given the reactants [I:1][C:2]1[CH:3]=[C:4]2[C:8](=[CH:9][CH:10]=1)[NH:7][C:6](=[O:11])[C:5]2=O.[OH:13][C:14]1[CH:23]=[CH:22][CH:21]=[CH:20][C:15]=1[C:16]([NH:18][NH2:19])=[O:17], predict the reaction product. The product is: [OH:13][C:14]1[CH:23]=[CH:22][CH:21]=[CH:20][C:15]=1[C:16]([NH:18][N:19]=[C:5]1[C:4]2[C:8](=[CH:9][CH:10]=[C:2]([I:1])[CH:3]=2)[NH:7][C:6]1=[O:11])=[O:17]. (2) The product is: [Cl:3][C:4]1[CH:9]=[CH:8][C:7]([CH2:10][C:11]([OH:13])=[O:12])=[CH:6][C:5]=1[O:16][C:17]1[CH:22]=[CH:21][C:20]([S:23]([CH3:26])(=[O:24])=[O:25])=[CH:19][C:18]=1[Cl:27]. Given the reactants [OH-].[Na+].[Cl:3][C:4]1[CH:9]=[CH:8][C:7]([CH2:10][C:11]([O:13]CC)=[O:12])=[CH:6][C:5]=1[O:16][C:17]1[CH:22]=[CH:21][C:20]([S:23]([CH3:26])(=[O:25])=[O:24])=[CH:19][C:18]=1[Cl:27], predict the reaction product. (3) Given the reactants [CH3:1][C:2]1[CH:3]=[C:4]([C:7]#[N:8])[S:5][CH:6]=1.[Br:9]Br, predict the reaction product. The product is: [Br:9][C:6]1[S:5][C:4]([C:7]#[N:8])=[CH:3][C:2]=1[CH3:1]. (4) Given the reactants [S:1]1[CH:5]=[CH:4][N:3]=[C:2]1[S:6]([CH2:9][CH:10]1[CH2:13][N:12]([C:14](OC(C)(C)C)=O)[CH2:11]1)(=[O:8])=[O:7].C(O)(C(F)(F)F)=O.[BH3-]C#N.[Na+].[S:32]1[C:36]2[CH:37]=[CH:38][CH:39]=[CH:40][C:35]=2[C:34](C=O)=[N:33]1, predict the reaction product. The product is: [S:1]1[CH:5]=[CH:4][N:3]=[C:2]1[S:6]([CH2:9][CH:10]1[CH2:11][N:12]([CH2:14][C:34]2[C:35]3[CH:40]=[CH:39][CH:38]=[CH:37][C:36]=3[S:32][N:33]=2)[CH2:13]1)(=[O:7])=[O:8].